The task is: Predict the reaction yield, written as a fraction of the theoretical maximum amount of product (1.0 means a 100% yield; for example, 0.34 means a 34% yield).. This data is from Reaction yield outcomes from USPTO patents with 853,638 reactions. (1) The reactants are [H-].[Na+].[C:3]([O:9][CH3:10])(=[O:8])[C:4]([O:6]C)=O.[CH3:11][C:12](=[O:22])[CH2:13][CH2:14][CH2:15][CH2:16][CH2:17][CH2:18][CH2:19][CH2:20][CH3:21].Cl. The catalyst is C1COCC1.CCOC(C)=O.CO. The product is [OH:6]/[C:4](=[CH:11]\[C:12](=[O:22])[CH2:13][CH2:14][CH2:15][CH2:16][CH2:17][CH2:18][CH2:19][CH2:20][CH3:21])/[C:3]([O:9][CH3:10])=[O:8]. The yield is 0.520. (2) The reactants are [Cl:1][C:2]1[CH:3]=[C:4]2[C:9](=[C:10]([Cl:13])[C:11]=1[OH:12])[O:8][CH2:7][CH2:6][CH:5]2[C:14]([O:16][CH2:17][CH3:18])=[O:15].F[C:20]1[CH:32]=[CH:31][C:23]([C:24]([O:26][C:27]([CH3:30])([CH3:29])[CH3:28])=[O:25])=[CH:22][C:21]=1[N+:33]([O-:35])=[O:34].C([O-])([O-])=O.[K+].[K+]. The catalyst is CN1CCCC1=O. The product is [C:27]([O:26][C:24]([C:23]1[CH:31]=[CH:32][C:20]([O:12][C:11]2[C:10]([Cl:13])=[C:9]3[C:4]([CH:5]([C:14]([O:16][CH2:17][CH3:18])=[O:15])[CH2:6][CH2:7][O:8]3)=[CH:3][C:2]=2[Cl:1])=[C:21]([N+:33]([O-:35])=[O:34])[CH:22]=1)=[O:25])([CH3:30])([CH3:28])[CH3:29]. The yield is 1.04. (3) The catalyst is C1C=CC(P(C2C=CC=CC=2)[C-]2C=CC=C2)=CC=1.C1C=CC(P(C2C=CC=CC=2)[C-]2C=CC=C2)=CC=1.Cl[Pd]Cl.[Fe+2].O.C(#N)C. The product is [C:11]([O:14][CH2:15][C:16]1[C:17]([N:25]2[CH2:36][CH2:35][N:34]3[C:27](=[CH:28][C:29]4[CH2:30][C:31]([CH3:38])([CH3:37])[CH2:32][C:33]=43)[C:26]2=[O:39])=[N:18][CH:19]=[CH:20][C:21]=1[C:6]1[CH:7]=[C:2]([Br:1])[C:3](=[O:10])[N:4]([CH3:9])[CH:5]=1)(=[O:13])[CH3:12]. The yield is 0.220. The reactants are [Br:1][C:2]1[C:3](=[O:10])[N:4]([CH3:9])[CH:5]=[C:6](I)[CH:7]=1.[C:11]([O:14][CH2:15][C:16]1[C:17]([N:25]2[CH2:36][CH2:35][N:34]3[C:27](=[CH:28][C:29]4[CH2:30][C:31]([CH3:38])([CH3:37])[CH2:32][C:33]=43)[C:26]2=[O:39])=[N:18][CH:19]=[CH:20][C:21]=1B(O)O)(=[O:13])[CH3:12].[O-]P([O-])([O-])=O.[K+].[K+].[K+].C([O-])(=O)C.[Na+]. (4) The reactants are [CH3:1][O:2][C:3]1[CH:11]=[CH:10][C:6]([C:7]([OH:9])=O)=[CH:5][CH:4]=1.O=S(Cl)Cl.Cl.[CH3:17][O:18][NH:19][CH3:20].CCN(CC)CC. The catalyst is C(Cl)Cl. The product is [CH3:17][O:18][N:19]([CH3:20])[C:7](=[O:9])[C:6]1[CH:5]=[CH:4][C:3]([O:2][CH3:1])=[CH:11][CH:10]=1. The yield is 0.860. (5) The reactants are [N+:1]([C:4]1[CH:5]=[C:6]([C:14]([O:16][CH3:17])=[O:15])[C:7]([C:10]([O:12][CH3:13])=[O:11])=[CH:8][CH:9]=1)([O-])=O.Cl[C:19]1[C:28]2[C:23](=[CH:24][C:25]([C:29]3[C:30]([CH3:35])=[N:31][O:32][C:33]=3[CH3:34])=[CH:26][CH:27]=2)[N:22]=[CH:21][C:20]=1[C:36]([NH2:38])=[O:37]. The yield is 0.173. The product is [NH2:38][C:36]([C:20]1[CH:21]=[N:22][C:23]2[C:28]([C:19]=1[NH:1][C:4]1[CH:5]=[C:6]([C:14]([O:16][CH3:17])=[O:15])[C:7]([C:10]([O:12][CH3:13])=[O:11])=[CH:8][CH:9]=1)=[CH:27][CH:26]=[C:25]([C:29]1[C:30]([CH3:35])=[N:31][O:32][C:33]=1[CH3:34])[CH:24]=2)=[O:37]. The catalyst is C(O)(=O)C.[Pd]. (6) The reactants are [NH2:1][CH:2]([C:24]1[CH:29]=[CH:28][CH:27]=[C:26]([C:30]2[NH:34][N:33]=[N:32][N:31]=2)[CH:25]=1)[C:3]1[CH:23]=[CH:22][C:6]([CH2:7][O:8][C:9]2[CH:14]=[CH:13][C:12]([C:15](=[O:17])[CH3:16])=[C:11]([OH:18])[C:10]=2[CH2:19][CH2:20][CH3:21])=[CH:5][CH:4]=1.[C:35](Cl)(=[O:37])[CH3:36].N1C=CC=CC=1. The yield is 0.610. The catalyst is ClCCl. The product is [C:15]([C:12]1[CH:13]=[CH:14][C:9]([O:8][CH2:7][C:6]2[CH:22]=[CH:23][C:3]([CH:2]([C:24]3[CH:29]=[CH:28][CH:27]=[C:26]([C:30]4[NH:34][N:33]=[N:32][N:31]=4)[CH:25]=3)[NH:1][C:35](=[O:37])[CH3:36])=[CH:4][CH:5]=2)=[C:10]([CH2:19][CH2:20][CH3:21])[C:11]=1[OH:18])(=[O:17])[CH3:16]. (7) The reactants are [F:1][C:2]([F:13])([F:12])[O:3][C:4]1[CH:11]=[CH:10][C:7]([CH:8]=O)=[CH:6][CH:5]=1.[NH2:14][C:15]1[N:20]=[CH:19][C:18]([CH3:21])=[CH:17][N:16]=1.C([O:24][C:25](=O)[C:26]([OH:39])=[CH:27][C:28]([C:30]1[CH:35]=[CH:34][C:33]([CH:36]([CH3:38])[CH3:37])=[CH:32][CH:31]=1)=[O:29])C. No catalyst specified. The product is [OH:39][C:26]1[C:25](=[O:24])[N:14]([C:15]2[N:20]=[CH:19][C:18]([CH3:21])=[CH:17][N:16]=2)[CH:8]([C:7]2[CH:10]=[CH:11][C:4]([O:3][C:2]([F:13])([F:12])[F:1])=[CH:5][CH:6]=2)[C:27]=1[C:28](=[O:29])[C:30]1[CH:35]=[CH:34][C:33]([CH:36]([CH3:38])[CH3:37])=[CH:32][CH:31]=1. The yield is 0.170.